From a dataset of Full USPTO retrosynthesis dataset with 1.9M reactions from patents (1976-2016). Predict the reactants needed to synthesize the given product. Given the product [NH2:1][C:2]1[CH:7]=[CH:6][C:5]([C:8]2[CH:13]=[CH:12][CH:11]=[C:10]([F:14])[CH:9]=2)=[CH:4][C:3]=1[CH:15]([OH:17])[CH3:16], predict the reactants needed to synthesize it. The reactants are: [NH2:1][C:2]1[CH:7]=[CH:6][C:5]([C:8]2[CH:13]=[CH:12][CH:11]=[C:10]([F:14])[CH:9]=2)=[CH:4][C:3]=1[C:15](=[O:17])[CH3:16].[BH4-].[Na+].S([O-])([O-])(=O)=O.[NH4+].[NH4+].C(OCC)(=O)C.